From a dataset of Reaction yield outcomes from USPTO patents with 853,638 reactions. Predict the reaction yield, written as a fraction of the theoretical maximum amount of product (1.0 means a 100% yield; for example, 0.34 means a 34% yield). (1) The reactants are B(C1C=CC(CCCC(O)=O)=CC=1)(O)O.[C:16]([C:18]1[CH:19]=[C:20]([NH:30][C:31](=[O:49])[CH2:32][CH2:33][CH2:34][C:35]2[CH:40]=[CH:39][C:38]([B:41]3[O:46]CC(C)(C)C[O:42]3)=[CH:37][CH:36]=2)[CH:21]=[CH:22][C:23]=1[S:24]([CH:27]([CH3:29])[CH3:28])(=[O:26])=[O:25])#[N:17].[OH-].[Na+]. No catalyst specified. The product is [C:16]([C:18]1[CH:19]=[C:20]([NH:30][C:31](=[O:49])[CH2:32][CH2:33][CH2:34][C:35]2[CH:36]=[CH:37][C:38]([B:41]([OH:42])[OH:46])=[CH:39][CH:40]=2)[CH:21]=[CH:22][C:23]=1[S:24]([CH:27]([CH3:29])[CH3:28])(=[O:26])=[O:25])#[N:17]. The yield is 0.950. (2) The reactants are [Mg].II.Br[CH2:5][CH2:6]Br.Br[C:9]1[CH:17]=[C:16]([CH2:18][CH3:19])[C:12]([N:13]([CH3:15])[CH3:14])=[C:11]([CH2:20][CH3:21])[CH:10]=1.[P:22]([O-:29])(OCC)OCC. The catalyst is O1CCCC1.C(OCC)(=O)C.O. The product is [CH3:14][N:13]([CH3:15])[C:12]1[C:11]([CH2:20][CH3:21])=[CH:10][C:9]([PH:22](=[O:29])[C:9]2[CH:17]=[C:16]([CH2:18][CH3:19])[C:12]([N:13]([CH3:15])[CH3:14])=[C:11]([CH2:20][CH3:21])[CH:10]=2)=[CH:17][C:16]=1[CH2:5][CH3:6]. The yield is 0.720. (3) The reactants are [NH2:1][C:2]1[N:7]=[CH:6][C:5]([C:8]([N:10]2[CH2:15][CH2:14][O:13][CH2:12][CH2:11]2)=[O:9])=[CH:4][CH:3]=1.Br[C:17]1[C:18](=[O:25])[N:19]([CH3:24])[N:20]=[C:21]([Cl:23])[CH:22]=1.CC1(C)C2C(=C(P(C3C=CC=CC=3)C3C=CC=CC=3)C=CC=2)OC2C(P(C3C=CC=CC=3)C3C=CC=CC=3)=CC=CC1=2.C(=O)([O-])[O-].[Cs+].[Cs+]. The catalyst is C1C=CC(/C=C/C(/C=C/C2C=CC=CC=2)=O)=CC=1.C1C=CC(/C=C/C(/C=C/C2C=CC=CC=2)=O)=CC=1.C1C=CC(/C=C/C(/C=C/C2C=CC=CC=2)=O)=CC=1.[Pd].[Pd].O1CCOCC1. The product is [Cl:23][C:21]1[CH:22]=[C:17]([NH:1][C:2]2[CH:3]=[CH:4][C:5]([C:8]([N:10]3[CH2:15][CH2:14][O:13][CH2:12][CH2:11]3)=[O:9])=[CH:6][N:7]=2)[C:18](=[O:25])[N:19]([CH3:24])[N:20]=1. The yield is 0.510.